This data is from Forward reaction prediction with 1.9M reactions from USPTO patents (1976-2016). The task is: Predict the product of the given reaction. (1) Given the reactants [CH3:1][O:2][C:3]1[CH:4]=[CH:5][C:6]2[O:11][CH2:10][C:9](=[O:12])[N:8]([CH2:13][CH2:14][N:15]3[CH2:20][CH2:19][CH:18]([NH:21]C(=O)OC(C)(C)C)[CH2:17][CH2:16]3)[C:7]=2[CH:29]=1.NC1CCN(CCN2C3C(=CC=C(C#N)C=3)C=CC2=O)CC1, predict the reaction product. The product is: [NH2:21][CH:18]1[CH2:17][CH2:16][N:15]([CH2:14][CH2:13][N:8]2[C:7]3[CH:29]=[C:3]([O:2][CH3:1])[CH:4]=[CH:5][C:6]=3[O:11][CH2:10][C:9]2=[O:12])[CH2:20][CH2:19]1. (2) The product is: [CH2:15]=[CH:16][CH2:17][CH2:18][CH2:19][O:1][C:2]1[CH:9]=[CH:8][C:5]([CH:6]=[O:7])=[CH:4][CH:3]=1. Given the reactants [OH:1][C:2]1[CH:9]=[CH:8][C:5]([CH:6]=[O:7])=[CH:4][CH:3]=1.CS(O[CH:15]=[CH:16][CH2:17][CH2:18][CH3:19])(=O)=O.C(=O)([O-])[O-].[K+].[K+].Cl, predict the reaction product.